This data is from Full USPTO retrosynthesis dataset with 1.9M reactions from patents (1976-2016). The task is: Predict the reactants needed to synthesize the given product. (1) Given the product [CH:1]1([CH2:4][O:5][C:6]2[CH:11]=[CH:10][C:9]([S:12]([CH3:15])(=[O:14])=[O:13])=[CH:8][C:7]=2[C:16]2[C:25]3[C:20](=[CH:21][CH:22]=[C:23]([O:34][CH3:33])[CH:24]=3)[C:19](=[O:27])[N:18]([CH3:28])[CH:17]=2)[CH2:3][CH2:2]1, predict the reactants needed to synthesize it. The reactants are: [CH:1]1([CH2:4][O:5][C:6]2[CH:11]=[CH:10][C:9]([S:12]([CH3:15])(=[O:14])=[O:13])=[CH:8][C:7]=2[C:16]2[C:25]3[C:20](=[CH:21][CH:22]=[C:23](F)[CH:24]=3)[C:19](=[O:27])[N:18]([CH3:28])[CH:17]=2)[CH2:3][CH2:2]1.C[O-].[Na+].C[C:33](=O)[O:34]CC. (2) Given the product [CH3:1][N:14]1[CH2:15][CH2:16][CH2:17][CH:13]1[CH2:5][CH2:6][C:7]1[CH:12]=[CH:11][CH:10]=[CH:9][CH:8]=1, predict the reactants needed to synthesize it. The reactants are: [C:1]([BH3-])#N.[Na+].[CH2:5]([CH:13]1[CH2:17][CH2:16][CH2:15][NH:14]1)[CH2:6][C:7]1[CH:12]=[CH:11][CH:10]=[CH:9][CH:8]=1.C=O.C(O)(=O)C. (3) Given the product [CH3:14][N:1]1[CH2:2][CH2:3][CH:4]([C:5]([O:7][CH2:8][CH3:9])=[O:6])[CH2:10][CH2:11]1, predict the reactants needed to synthesize it. The reactants are: [NH:1]1[CH2:11][CH2:10][CH:4]([C:5]([O:7][CH2:8][CH3:9])=[O:6])[CH2:3][CH2:2]1.C=O.[CH:14](O)=O.Cl. (4) Given the product [CH2:1]([O:8][C:9]([NH:11][CH:12]1[CH2:17][CH2:16][C:15](=[O:18])[CH2:14][CH2:13]1)=[O:10])[C:2]1[CH:3]=[CH:4][CH:5]=[CH:6][CH:7]=1, predict the reactants needed to synthesize it. The reactants are: [CH2:1]([O:8][C:9]([NH:11][C@H:12]1[CH2:17][CH2:16][C@H:15]([OH:18])[CH2:14][CH2:13]1)=[O:10])[C:2]1[CH:7]=[CH:6][CH:5]=[CH:4][CH:3]=1. (5) Given the product [CH:1]1([C@H:5]([NH:7][C:8]2[N:16]=[C:15]([C:17]([NH:19][NH:20][C:43]([NH:42][CH3:41])=[O:44])=[O:18])[N:14]=[C:13]3[C:9]=2[N:10]([CH2:33][C@H:34]2[CH2:39][CH2:38][C@H:37]([CH3:40])[CH2:36][CH2:35]2)[C:11]([N:21]2[CH2:26][CH2:25][O:24][CH2:23][C@H:22]2[C:27]2[CH:32]=[CH:31][CH:30]=[CH:29][CH:28]=2)=[N:12]3)[CH3:6])[CH2:2][CH2:3][CH2:4]1, predict the reactants needed to synthesize it. The reactants are: [CH:1]1([C@H:5]([NH:7][C:8]2[N:16]=[C:15]([C:17]([NH:19][NH2:20])=[O:18])[N:14]=[C:13]3[C:9]=2[N:10]([CH2:33][C@H:34]2[CH2:39][CH2:38][C@H:37]([CH3:40])[CH2:36][CH2:35]2)[C:11]([N:21]2[CH2:26][CH2:25][O:24][CH2:23][C@H:22]2[C:27]2[CH:32]=[CH:31][CH:30]=[CH:29][CH:28]=2)=[N:12]3)[CH3:6])[CH2:4][CH2:3][CH2:2]1.[CH3:41][N:42]=[C:43]=[O:44].[N-]=C=O. (6) The reactants are: [N:1]1([C:7]2[CH:8]=[C:9]([OH:13])[CH:10]=[CH:11][CH:12]=2)[CH2:6][CH2:5][NH:4][CH2:3][CH2:2]1.[C:14]([O:18][C:19](N1CCN(C2C=CC(O)=CC=2)CC1)=[O:20])([CH3:17])([CH3:16])[CH3:15]. Given the product [C:14]([O:18][C:19]([N:4]1[CH2:3][CH2:2][N:1]([C:7]2[CH:12]=[CH:11][CH:10]=[C:9]([OH:13])[CH:8]=2)[CH2:6][CH2:5]1)=[O:20])([CH3:17])([CH3:16])[CH3:15], predict the reactants needed to synthesize it. (7) Given the product [Br:25][C:26]1[CH:31]=[CH:30][CH:29]=[CH:28][C:27]=1[NH:32][C:33]([NH:10][C:9]1[CH:11]=[CH:12][C:6]([Cl:5])=[C:7]([S:14]([N:17]2[CH2:22][CH2:21][S:20](=[O:24])(=[O:23])[CH2:19][CH2:18]2)(=[O:16])=[O:15])[C:8]=1[OH:13])=[O:34], predict the reactants needed to synthesize it. The reactants are: NC(N)=O.[Cl:5][C:6]1[CH:12]=[CH:11][C:9]([NH2:10])=[C:8]([OH:13])[C:7]=1[S:14]([N:17]1[CH2:22][CH2:21][S:20](=[O:24])(=[O:23])[CH2:19][CH2:18]1)(=[O:16])=[O:15].[Br:25][C:26]1[CH:31]=[CH:30][CH:29]=[CH:28][C:27]=1[N:32]=[C:33]=[O:34]. (8) Given the product [CH2:1]([O:2][C:3]([C:5]1[C:6](=[O:22])[O:7][CH:8]([C:16]2[CH:21]=[CH:20][CH:19]=[CH:18][CH:17]=2)[C:9]=1[C:10]1[CH:15]=[CH:14][CH:13]=[CH:12][CH:11]=1)=[O:4])[C:24]1[CH:29]=[CH:28][CH:27]=[CH:26][CH:25]=1, predict the reactants needed to synthesize it. The reactants are: [CH3:1][O:2][C:3]([C:5]1[C:6](=[O:22])[O:7][CH:8]([C:16]2[CH:21]=[CH:20][CH:19]=[CH:18][CH:17]=2)[C:9]=1[C:10]1[CH:15]=[CH:14][CH:13]=[CH:12][CH:11]=1)=[O:4].C(O)[C:24]1[CH:29]=[CH:28][CH:27]=[CH:26][CH:25]=1. (9) The reactants are: [CH2:1]([O:8][CH2:9][CH2:10][CH:11]([NH:14]C(=O)OC(C)(C)C)[CH2:12][OH:13])[C:2]1[CH:7]=[CH:6][CH:5]=[CH:4][CH:3]=1.[ClH:22]. Given the product [ClH:22].[NH2:14][CH:11]([CH2:10][CH2:9][O:8][CH2:1][C:2]1[CH:7]=[CH:6][CH:5]=[CH:4][CH:3]=1)[CH2:12][OH:13], predict the reactants needed to synthesize it.